Dataset: Full USPTO retrosynthesis dataset with 1.9M reactions from patents (1976-2016). Task: Predict the reactants needed to synthesize the given product. (1) Given the product [C:1]1([C:7](=[N:14][CH:15]([CH:23]2[CH2:22][CH:24]2[C:25]([O:27][CH3:28])=[O:26])[C:16]([O:18][CH2:19][CH3:20])=[O:17])[C:8]2[CH:9]=[CH:10][CH:11]=[CH:12][CH:13]=2)[CH:2]=[CH:3][CH:4]=[CH:5][CH:6]=1, predict the reactants needed to synthesize it. The reactants are: [C:1]1([C:7](=[N:14][CH2:15][C:16]([O:18][CH2:19][CH3:20])=[O:17])[C:8]2[CH:13]=[CH:12][CH:11]=[CH:10][CH:9]=2)[CH:6]=[CH:5][CH:4]=[CH:3][CH:2]=1.Br[CH2:22][CH:23]=[CH:24][C:25]([O:27][CH3:28])=[O:26].[Br-].[Li+].C(N(CC)CC)C.[Cl-].[NH4+]. (2) Given the product [Cl:5][C:6]1[C:7]([N:12]2[CH:16]([C:17]([O:19][CH2:20][CH3:21])=[O:18])[CH2:15][C:14](=[O:22])[NH:13]2)=[N:8][CH:9]=[CH:10][CH:11]=1, predict the reactants needed to synthesize it. The reactants are: [O-]CC.[Na+].[Cl:5][C:6]1[C:7](=[N:12][NH2:13])[NH:8][CH:9]=[CH:10][CH:11]=1.[C:14](OCC)(=[O:22])/[CH:15]=[CH:16]\[C:17]([O:19][CH2:20][CH3:21])=[O:18].C(O)(=O)C. (3) The reactants are: [F:1][C:2]1[CH:7]=[CH:6][C:5]([C:8]2[C:13]([C:14]3[CH:19]=[CH:18][N:17]=[CH:16][CH:15]=3)=[C:12]([C:20]3[CH:25]=[CH:24][C:23]([F:26])=[CH:22][CH:21]=3)[N:11]=[C:10]3[NH:27][N:28]=[C:29]([CH3:30])[C:9]=23)=[CH:4][CH:3]=1.I[CH3:32]. Given the product [F:1][C:2]1[CH:7]=[CH:6][C:5]([C:8]2[C:13]([C:14]3[CH:15]=[CH:16][N:17]=[CH:18][CH:19]=3)=[C:12]([C:20]3[CH:25]=[CH:24][C:23]([F:26])=[CH:22][CH:21]=3)[N:11]=[C:10]3[N:27]([CH3:32])[N:28]=[C:29]([CH3:30])[C:9]=23)=[CH:4][CH:3]=1, predict the reactants needed to synthesize it. (4) The reactants are: C(O)(=O)[C@@H]([C@H](C(O)=O)O)O.[CH2:11]([O:13][C:14]([C@@H:16]1[CH2:21][CH2:20][CH2:19][NH:18][CH2:17]1)=[O:15])[CH3:12]. Given the product [CH2:11]([O:13][C:14]([C@@H:16]1[CH2:21][CH2:20][CH2:19][NH:18][CH2:17]1)=[O:15])[CH3:12], predict the reactants needed to synthesize it.